This data is from Reaction yield outcomes from USPTO patents with 853,638 reactions. The task is: Predict the reaction yield, written as a fraction of the theoretical maximum amount of product (1.0 means a 100% yield; for example, 0.34 means a 34% yield). The reactants are [C:1]1([CH:7]([C:33]2[CH:38]=[CH:37][CH:36]=[CH:35][CH:34]=2)[N:8]2[C:16]3[CH:15]=[C:14]4[O:17][CH2:18][CH2:19][O:20][C:13]4=[CH:12][C:11]=3[C:10](O)([C:21]3[C:22]([OH:30])=[CH:23][C:24]4[O:28][CH2:27][CH2:26][C:25]=4[CH:29]=3)[C:9]2=[O:32])[CH:6]=[CH:5][CH:4]=[CH:3][CH:2]=1.C([SiH](CC)CC)C.FC(F)(F)C(O)=O. The catalyst is ClCCl. The yield is 1.00. The product is [C:33]1([CH:7]([C:1]2[CH:6]=[CH:5][CH:4]=[CH:3][CH:2]=2)[N:8]2[C:16]3[CH:15]=[C:14]4[O:17][CH2:18][CH2:19][O:20][C:13]4=[CH:12][C:11]=3[CH:10]([C:21]3[C:22]([OH:30])=[CH:23][C:24]4[O:28][CH2:27][CH2:26][C:25]=4[CH:29]=3)[C:9]2=[O:32])[CH:34]=[CH:35][CH:36]=[CH:37][CH:38]=1.